From a dataset of Forward reaction prediction with 1.9M reactions from USPTO patents (1976-2016). Predict the product of the given reaction. Given the reactants [Cl:1][C:2]1[C:19]([C:20]2[CH:21]=[N:22][C:23]([C:28]([F:31])([F:30])[F:29])=[CH:24][C:25]=2[C:26]#[N:27])=[CH:18][C:5]([C:6]([N:8]([C:10]2[CH:15]=[CH:14][CH:13]=[CH:12][C:11]=2[O:16][CH3:17])[CH3:9])=[O:7])=[C:4]([OH:32])[CH:3]=1.[O:33]1[CH:37]=[C:36]([CH2:38][CH2:39][CH2:40]O)[CH:35]=[N:34]1.C1(P(C2C=CC=CC=2)C2C=CC=CC=2)C=CC=CC=1.CC(OC(/N=N/C(OC(C)C)=O)=O)C, predict the reaction product. The product is: [Cl:1][C:2]1[C:19]([C:20]2[CH:21]=[N:22][C:23]([C:28]([F:29])([F:30])[F:31])=[CH:24][C:25]=2[C:26]#[N:27])=[CH:18][C:5]([C:6]([N:8]([C:10]2[CH:15]=[CH:14][CH:13]=[CH:12][C:11]=2[O:16][CH3:17])[CH3:9])=[O:7])=[C:4]([O:32][CH2:40][CH2:39][CH2:38][C:36]2[CH:35]=[N:34][O:33][CH:37]=2)[CH:3]=1.